Task: Predict the reactants needed to synthesize the given product.. Dataset: Full USPTO retrosynthesis dataset with 1.9M reactions from patents (1976-2016) (1) Given the product [Cl:1][CH2:2][C@H:3]1[C:11]2[C:10]3[CH:12]=[CH:13][CH:14]=[CH:15][C:9]=3[C:8]([O:16][CH2:17][C:18]3[CH:19]=[CH:20][C:21]([NH:24][C:25](=[O:59])[C@@H:26]([NH:34][C:35](=[O:58])[C@@H:36]([NH:40][C:41](=[O:57])[O:42][CH2:43][CH:44]4[C:45]5[CH:46]=[CH:47][CH:48]=[CH:49][C:50]=5[C:51]5[C:56]4=[CH:55][CH:54]=[CH:53][CH:52]=5)[CH:37]([CH3:39])[CH3:38])[CH2:27][CH2:28][CH2:29][NH:30][C:31]([NH2:33])=[O:32])=[CH:22][CH:23]=3)=[CH:7][C:6]=2[N:5]([C:80](=[O:81])[CH2:79][CH2:78][CH2:77][C:76]([N:64]2[C:65]3[CH:66]=[C:67]([OH:75])[C:68]4[CH:74]=[CH:73][CH:72]=[CH:71][C:69]=4[C:70]=3[C@H:62]([CH2:61][Cl:60])[CH2:63]2)=[O:83])[CH2:4]1, predict the reactants needed to synthesize it. The reactants are: [Cl:1][CH2:2][C@H:3]1[C:11]2[C:10]3[CH:12]=[CH:13][CH:14]=[CH:15][C:9]=3[C:8]([O:16][CH2:17][C:18]3[CH:23]=[CH:22][C:21]([NH:24][C:25](=[O:59])[C@@H:26]([NH:34][C:35](=[O:58])[C@@H:36]([NH:40][C:41](=[O:57])[O:42][CH2:43][CH:44]4[C:56]5[CH:55]=[CH:54][CH:53]=[CH:52][C:51]=5[C:50]5[C:45]4=[CH:46][CH:47]=[CH:48][CH:49]=5)[CH:37]([CH3:39])[CH3:38])[CH2:27][CH2:28][CH2:29][NH:30][C:31]([NH2:33])=[O:32])=[CH:20][CH:19]=3)=[CH:7][C:6]=2[NH:5][CH2:4]1.[Cl:60][CH2:61][C@H:62]1[C:70]2[C:69]3[CH:71]=[CH:72][CH:73]=[CH:74][C:68]=3[C:67]([OH:75])=[CH:66][C:65]=2[N:64]([C:76](=[O:83])[CH2:77][CH2:78][CH2:79][C:80](O)=[O:81])[CH2:63]1.CCN=C=NCCCN(C)C.Cl.CC1C=CC(S(O)(=O)=O)=CC=1. (2) Given the product [CH:11]1([CH2:17][CH2:18][CH2:19][CH2:20][CH:21]=[O:22])[CH2:16][CH2:15][CH2:14][CH2:13][CH2:12]1, predict the reactants needed to synthesize it. The reactants are: C(Cl)(=O)C(Cl)=O.CS(C)=O.[CH:11]1([CH2:17][CH2:18][CH2:19][CH2:20][CH2:21][OH:22])[CH2:16][CH2:15][CH2:14][CH2:13][CH2:12]1.CCN(CC)CC. (3) Given the product [O:1]1[C:5]2[CH:6]=[CH:7][C:8]([C:10]3([C:13]([N:24]([C:25]4[CH:30]=[CH:29][CH:28]=[CH:27][N:26]=4)[C:22]4[CH:21]=[CH:20][N:19]=[C:18]([C:17]([F:32])([F:16])[F:31])[CH:23]=4)=[O:14])[CH2:12][CH2:11]3)=[CH:9][C:4]=2[O:3][CH2:2]1, predict the reactants needed to synthesize it. The reactants are: [O:1]1[C:5]2[CH:6]=[CH:7][C:8]([C:10]3([C:13](Cl)=[O:14])[CH2:12][CH2:11]3)=[CH:9][C:4]=2[O:3][CH2:2]1.[F:16][C:17]([F:32])([F:31])[C:18]1[CH:23]=[C:22]([NH:24][C:25]2[CH:30]=[CH:29][CH:28]=[CH:27][N:26]=2)[CH:21]=[CH:20][N:19]=1. (4) Given the product [CH2:9]([N:12]([CH3:13])[C:3]1[S:4][CH2:5][C:6](=[O:8])[N:7]=1)[CH:10]=[CH2:11], predict the reactants needed to synthesize it. The reactants are: CS[C:3]1[S:4][CH2:5][C:6](=[O:8])[N:7]=1.[CH2:9]([NH:12][CH3:13])[CH:10]=[CH2:11]. (5) Given the product [OH:20][C:4]1[N:22]2[N:21]=[CH:25][CH:24]=[C:23]2[N:26]=[C:6]([CH:8]2[CH2:12][CH2:11][N:10]([C:13]([O:15][C:16]([CH3:17])([CH3:18])[CH3:19])=[O:14])[CH2:9]2)[CH:5]=1, predict the reactants needed to synthesize it. The reactants are: C(O[C:4](=[O:20])[CH2:5][C:6]([CH:8]1[CH2:12][CH2:11][N:10]([C:13]([O:15][C:16]([CH3:19])([CH3:18])[CH3:17])=[O:14])[CH2:9]1)=O)C.[NH:21]1[CH:25]=[CH:24][C:23]([NH2:26])=[N:22]1. (6) Given the product [CH3:1][O:2][C:3]1[CH:4]=[C:5]([CH:21]=[CH:22][C:23]=1[O:24][CH3:25])[CH2:6][CH:7]1[C:16]2[C:11](=[CH:12][C:13]([O:19][CH3:20])=[C:14]([O:17][CH3:18])[CH:15]=2)[CH2:10][CH2:9][N:8]1[CH2:27][C:28]([NH:39][CH:37]([C:31]1[CH:36]=[CH:35][CH:34]=[CH:33][CH:32]=1)[CH3:38])=[O:29], predict the reactants needed to synthesize it. The reactants are: [CH3:1][O:2][C:3]1[CH:4]=[C:5]([CH:21]=[CH:22][C:23]=1[O:24][CH3:25])[CH2:6][CH:7]1[C:16]2[C:11](=[CH:12][C:13]([O:19][CH3:20])=[C:14]([O:17][CH3:18])[CH:15]=2)[CH2:10][CH2:9][NH:8]1.Br[CH2:27][C:28](Br)=[O:29].[C:31]1([CH:37]([NH2:39])[CH3:38])[CH:36]=[CH:35][CH:34]=[CH:33][CH:32]=1. (7) Given the product [CH2:29]([O:31][C:32]([C:34]1[CH:35]=[N:36][N:37]([C:2]2[N:6]([CH2:7][O:8][CH2:9][CH2:10][O:11][CH3:12])[C:5]3[CH:13]=[CH:14][CH:15]=[C:16]([Cl:17])[C:4]=3[N:3]=2)[CH:38]=1)=[O:33])[CH3:30], predict the reactants needed to synthesize it. The reactants are: Cl[C:2]1[N:6]([CH2:7][O:8][CH2:9][CH2:10][O:11][CH3:12])[C:5]2[CH:13]=[CH:14][CH:15]=[C:16]([Cl:17])[C:4]=2[N:3]=1.CN(C=O)C.C([O-])([O-])=O.[Cs+].[Cs+].[CH2:29]([O:31][C:32]([C:34]1[CH:35]=[N:36][NH:37][CH:38]=1)=[O:33])[CH3:30]. (8) Given the product [Br:1][C:2]1[C:11]2[CH2:10][CH2:9][CH2:8][C@@H:7]([NH:12][C:13](=[O:16])[CH2:14][CH3:15])[C:6]=2[CH:5]=[N:4][CH:3]=1, predict the reactants needed to synthesize it. The reactants are: [Br:1][C:2]1[C:11]2[CH2:10][CH2:9][CH2:8][C@@H:7]([NH2:12])[C:6]=2[CH:5]=[N:4][CH:3]=1.[C:13](O)(=[O:16])[CH2:14][CH3:15].